From a dataset of Reaction yield outcomes from USPTO patents with 853,638 reactions. Predict the reaction yield, written as a fraction of the theoretical maximum amount of product (1.0 means a 100% yield; for example, 0.34 means a 34% yield). (1) The reactants are [NH2:1][C:2]1[N:6]([C:7]2[CH:12]=[CH:11][CH:10]=[C:9]([O:13][CH2:14][CH2:15][O:16][CH:17]3[CH2:22][CH2:21][CH2:20][CH2:19][O:18]3)[CH:8]=2)[N:5]=[C:4]([C:23]([CH3:27])([CH3:26])[C:24]#[N:25])[CH:3]=1.[OH-].[Na+].Cl[C:31]([O:33][CH2:34][C:35]([Cl:38])([Cl:37])[Cl:36])=[O:32]. The catalyst is CCOC(C)=O. The product is [Cl:36][C:35]([Cl:38])([Cl:37])[CH2:34][O:33][C:31](=[O:32])[NH:1][C:2]1[N:6]([C:7]2[CH:12]=[CH:11][CH:10]=[C:9]([O:13][CH2:14][CH2:15][O:16][CH:17]3[CH2:22][CH2:21][CH2:20][CH2:19][O:18]3)[CH:8]=2)[N:5]=[C:4]([C:23]([C:24]#[N:25])([CH3:27])[CH3:26])[CH:3]=1. The yield is 0.800. (2) The reactants are [Cl:1][C:2]1[CH:3]=[C:4]2[C:8](=[C:9]([C:11]([OH:13])=O)[CH:10]=1)[NH:7][CH:6]=[CH:5]2.[C:14]([C:18]1[CH:34]=[CH:33][C:21]([CH2:22][NH:23][CH2:24][CH2:25][NH:26][C:27]2[CH:32]=[CH:31][CH:30]=[CH:29][CH:28]=2)=[CH:20][CH:19]=1)([CH3:17])([CH3:16])[CH3:15].CCN=C=NCCCN(C)C.Cl. The catalyst is C(Cl)Cl. The product is [C:14]([C:18]1[CH:34]=[CH:33][C:21]([CH2:22][N:23]([CH2:24][CH2:25][NH:26][C:27]2[CH:32]=[CH:31][CH:30]=[CH:29][CH:28]=2)[C:11]([C:9]2[CH:10]=[C:2]([Cl:1])[CH:3]=[C:4]3[C:8]=2[NH:7][CH:6]=[CH:5]3)=[O:13])=[CH:20][CH:19]=1)([CH3:17])([CH3:15])[CH3:16]. The yield is 0.400.